Dataset: Catalyst prediction with 721,799 reactions and 888 catalyst types from USPTO. Task: Predict which catalyst facilitates the given reaction. (1) Reactant: O([C:8]([NH:10][C:11]1[CH:12]=[C:13]([N:17]2[C:21]3[C:22]4[CH:23]=[CH:24][CH:25]=[CH:26][C:27]=4[S:28](=[O:31])(=[O:30])[CH2:29][C:20]=3[C:19]([C:32]([O:34][CH2:35][CH3:36])=[O:33])=[N:18]2)[CH:14]=[CH:15][CH:16]=1)=[O:9])C1C=CC=CC=1.[NH:37]1[CH2:42][CH2:41][O:40][CH2:39][CH2:38]1.C(N(CC)CC)C. Product: [N:37]1([C:8]([NH:10][C:11]2[CH:12]=[C:13]([N:17]3[C:21]4[C:22]5[CH:23]=[CH:24][CH:25]=[CH:26][C:27]=5[S:28](=[O:31])(=[O:30])[CH2:29][C:20]=4[C:19]([C:32]([O:34][CH2:35][CH3:36])=[O:33])=[N:18]3)[CH:14]=[CH:15][CH:16]=2)=[O:9])[CH2:42][CH2:41][O:40][CH2:39][CH2:38]1. The catalyst class is: 264. (2) Reactant: [OH:1][C:2]1[CH:9]=[C:8]([O:10][CH3:11])[CH:7]=[CH:6][C:3]=1[CH:4]=O.[C:12](#[N:15])[CH:13]=[CH2:14].N12CCN(CC1)CC2. Product: [CH3:11][O:10][C:8]1[CH:9]=[C:2]2[C:3]([CH:4]=[C:13]([C:12]#[N:15])[CH2:14][O:1]2)=[CH:6][CH:7]=1. The catalyst class is: 74. (3) Reactant: [H-].[Na+].[OH:3][CH:4]1[CH2:9][CH2:8][N:7]([C:10]([O:12][CH:13]([CH3:15])[CH3:14])=[O:11])[CH2:6][CH2:5]1.[Cl:16][C:17]1[C:22]([O:23][CH3:24])=[C:21](Cl)[N:20]=[CH:19][N:18]=1.O. Product: [CH:13]([O:12][C:10]([N:7]1[CH2:6][CH2:5][CH:4]([O:3][C:21]2[C:22]([O:23][CH3:24])=[C:17]([Cl:16])[N:18]=[CH:19][N:20]=2)[CH2:9][CH2:8]1)=[O:11])([CH3:15])[CH3:14]. The catalyst class is: 3. (4) Reactant: [CH3:1][C:2]([NH:4][CH:5]1[C:15]2[CH:16]=[C:17]([OH:20])[CH:18]=[CH:19][C:14]=2[C:13]2[C:8](=[CH:9][C:10]([O:25][CH3:26])=[C:11]([O:23][CH3:24])[C:12]=2[O:21][CH3:22])[CH2:7][CH2:6]1)=[O:3].C1CCC(N=C=NC2CCCCC2)CC1.[C:42]([O:46][C:47]([NH:49][CH2:50][C:51]([NH:53][CH2:54][CH2:55][C:56](O)=[O:57])=[O:52])=[O:48])([CH3:45])([CH3:44])[CH3:43]. Product: [C:42]([O:46][C:47]([NH:49][CH2:50][C:51]([NH:53][CH2:54][CH2:55][C:56]([O:20][C:17]1[CH:18]=[CH:19][C:14]2[C:13]3[C:12]([O:21][CH3:22])=[C:11]([O:23][CH3:24])[C:10]([O:25][CH3:26])=[CH:9][C:8]=3[CH2:7][CH2:6][C@H:5]([NH:4][C:2](=[O:3])[CH3:1])[C:15]=2[CH:16]=1)=[O:57])=[O:52])=[O:48])([CH3:45])([CH3:44])[CH3:43]. The catalyst class is: 166. (5) Reactant: [C:1]([NH:4][C:5]1[S:6][C:7]([C:11]2[N:12]=[C:13]([C:16](Cl)=[O:17])[S:14][CH:15]=2)=[C:8]([CH3:10])[N:9]=1)(=[O:3])[CH3:2].[NH2:19][C:20]1[CH:21]=[CH:22][C:23]2[C:28](=[O:29])[O:27][C:26]([CH3:31])([CH3:30])[O:25][C:24]=2[CH:32]=1.C(CC1SC=C(C2SC(NC(=O)C)=NC=2C)N=1)#N.C(N(CC)CC)C. Product: [C:1]([NH:4][C:5]1[S:6][C:7]([C:11]2[N:12]=[C:13]([C:16]([NH:19][C:20]3[CH:21]=[CH:22][C:23]4[C:28](=[O:29])[O:27][C:26]([CH3:30])([CH3:31])[O:25][C:24]=4[CH:32]=3)=[O:17])[S:14][CH:15]=2)=[C:8]([CH3:10])[N:9]=1)(=[O:3])[CH3:2]. The catalyst class is: 76. (6) Reactant: [Cl:1][C:2]1[CH:7]=[CH:6][CH:5]=[CH:4][C:3]=1[C:8]1[CH:13]=[CH:12][N:11]=[CH:10][C:9]=1[NH:14][CH:15]([CH3:17])[CH3:16].[F:18][C:19]([F:34])([F:33])[C:20]1[CH:21]=[C:22]([CH:26]=[C:27]([C:29]([F:32])([F:31])[F:30])[CH:28]=1)[C:23](Cl)=[O:24]. The catalyst class is: 243. Product: [Cl:1][C:2]1[CH:7]=[CH:6][CH:5]=[CH:4][C:3]=1[C:8]1[CH:13]=[CH:12][N:11]=[CH:10][C:9]=1[N:14]([CH:15]([CH3:17])[CH3:16])[C:23](=[O:24])[C:22]1[CH:26]=[C:27]([C:29]([F:30])([F:31])[F:32])[CH:28]=[C:20]([C:19]([F:18])([F:33])[F:34])[CH:21]=1.